The task is: Predict the reactants needed to synthesize the given product.. This data is from Full USPTO retrosynthesis dataset with 1.9M reactions from patents (1976-2016). (1) Given the product [O:1]=[C:2]1[C:11]2[C:6](=[CH:7][CH:8]=[CH:9][C:10]=2[C:12]([F:15])([F:13])[F:14])[NH:5][CH:4]=[C:3]1[C:16]([OH:18])=[O:17], predict the reactants needed to synthesize it. The reactants are: [O:1]=[C:2]1[C:11]2[C:6](=[CH:7][CH:8]=[CH:9][C:10]=2[C:12]([F:15])([F:14])[F:13])[NH:5][CH:4]=[C:3]1[C:16]([O:18]CC)=[O:17].[OH-].[Na+]. (2) Given the product [NH:16]1[C:17]([C:18]2[CH:23]=[CH:22][C:21]([C:2]3[S:3][C:4]4[CH:10]=[C:9]([O:11][CH3:12])[CH:8]=[CH:7][C:5]=4[N:6]=3)=[CH:20][CH:19]=2)=[N:13][N:14]=[N:15]1, predict the reactants needed to synthesize it. The reactants are: Cl[C:2]1[S:3][C:4]2[CH:10]=[C:9]([O:11][CH3:12])[CH:8]=[CH:7][C:5]=2[N:6]=1.[NH:13]1[C:17]([C:18]2[CH:23]=[CH:22][C:21](B(O)O)=[CH:20][CH:19]=2)=[N:16][N:15]=[N:14]1.C([O-])([O-])=O.[K+].[K+].COCCOCCO.